From a dataset of NCI-60 drug combinations with 297,098 pairs across 59 cell lines. Regression. Given two drug SMILES strings and cell line genomic features, predict the synergy score measuring deviation from expected non-interaction effect. (1) Drug 1: C1=NC2=C(N1)C(=S)N=CN2. Drug 2: C1CNP(=O)(OC1)N(CCCl)CCCl. Cell line: M14. Synergy scores: CSS=30.9, Synergy_ZIP=6.73, Synergy_Bliss=8.35, Synergy_Loewe=-22.2, Synergy_HSA=5.91. (2) Drug 1: CC1=C(C=C(C=C1)NC2=NC=CC(=N2)N(C)C3=CC4=NN(C(=C4C=C3)C)C)S(=O)(=O)N.Cl. Drug 2: CCN(CC)CCCC(C)NC1=C2C=C(C=CC2=NC3=C1C=CC(=C3)Cl)OC. Cell line: NCI-H322M. Synergy scores: CSS=34.3, Synergy_ZIP=3.79, Synergy_Bliss=8.23, Synergy_Loewe=-0.882, Synergy_HSA=6.65. (3) Drug 1: COC1=NC(=NC2=C1N=CN2C3C(C(C(O3)CO)O)O)N. Drug 2: CNC(=O)C1=NC=CC(=C1)OC2=CC=C(C=C2)NC(=O)NC3=CC(=C(C=C3)Cl)C(F)(F)F. Cell line: HOP-92. Synergy scores: CSS=-3.17, Synergy_ZIP=-0.346, Synergy_Bliss=-5.70, Synergy_Loewe=-4.09, Synergy_HSA=-6.20. (4) Drug 1: C1=NC2=C(N1)C(=S)N=C(N2)N. Drug 2: C1CC(C1)(C(=O)O)C(=O)O.[NH2-].[NH2-].[Pt+2]. Cell line: A549. Synergy scores: CSS=25.6, Synergy_ZIP=-6.93, Synergy_Bliss=-5.78, Synergy_Loewe=-14.1, Synergy_HSA=-2.74. (5) Drug 1: CC1CCC2CC(C(=CC=CC=CC(CC(C(=O)C(C(C(=CC(C(=O)CC(OC(=O)C3CCCCN3C(=O)C(=O)C1(O2)O)C(C)CC4CCC(C(C4)OC)OCCO)C)C)O)OC)C)C)C)OC. Drug 2: CS(=O)(=O)CCNCC1=CC=C(O1)C2=CC3=C(C=C2)N=CN=C3NC4=CC(=C(C=C4)OCC5=CC(=CC=C5)F)Cl. Cell line: HCT-15. Synergy scores: CSS=4.25, Synergy_ZIP=0.628, Synergy_Bliss=3.35, Synergy_Loewe=-0.525, Synergy_HSA=-0.454.